From a dataset of Peptide-MHC class I binding affinity with 185,985 pairs from IEDB/IMGT. Regression. Given a peptide amino acid sequence and an MHC pseudo amino acid sequence, predict their binding affinity value. This is MHC class I binding data. (1) The peptide sequence is TISWMMKLGI. The MHC is HLA-A02:06 with pseudo-sequence HLA-A02:06. The binding affinity (normalized) is 0.267. (2) The peptide sequence is AEILIIIMRT. The MHC is HLA-B45:01 with pseudo-sequence HLA-B45:01. The binding affinity (normalized) is 0.381.